Dataset: Catalyst prediction with 721,799 reactions and 888 catalyst types from USPTO. Task: Predict which catalyst facilitates the given reaction. Reactant: C(OC([NH:8][CH2:9][CH2:10][C:11]([NH:13][C@H:14]([C:16]([O:18][CH2:19][CH2:20][O:21][C:22]1[CH:27]=[CH:26][C:25]([C:28]2[C:33]([C:34]#[N:35])=[C:32]([N:36]3[CH2:40][CH2:39][CH2:38][CH2:37]3)[N:31]=[C:30]([S:41][CH2:42][C:43]3[N:44]=[C:45]([C:48]4[CH:53]=[CH:52][C:51]([Cl:54])=[CH:50][CH:49]=4)[S:46][CH:47]=3)[C:29]=2[C:55]#[N:56])=[CH:24][CH:23]=1)=[O:17])[CH3:15])=[O:12])=O)(C)(C)C.Cl. Product: [ClH:54].[NH2:8][CH2:9][CH2:10][C:11]([NH:13][C@H:14]([C:16]([O:18][CH2:19][CH2:20][O:21][C:22]1[CH:23]=[CH:24][C:25]([C:28]2[C:33]([C:34]#[N:35])=[C:32]([N:36]3[CH2:40][CH2:39][CH2:38][CH2:37]3)[N:31]=[C:30]([S:41][CH2:42][C:43]3[N:44]=[C:45]([C:48]4[CH:49]=[CH:50][C:51]([Cl:54])=[CH:52][CH:53]=4)[S:46][CH:47]=3)[C:29]=2[C:55]#[N:56])=[CH:26][CH:27]=1)=[O:17])[CH3:15])=[O:12]. The catalyst class is: 268.